From a dataset of Reaction yield outcomes from USPTO patents with 853,638 reactions. Predict the reaction yield, written as a fraction of the theoretical maximum amount of product (1.0 means a 100% yield; for example, 0.34 means a 34% yield). (1) The reactants are [CH3:1][O:2][C:3]1[C:4]([C:16]2[CH:21]=[CH:20][CH:19]=[CH:18][CH:17]=2)=[N:5][C:6]2[C:11]([C:12]=1[C:13](Cl)=[O:14])=[CH:10][CH:9]=[CH:8][CH:7]=2.CCN(CC)CC.[CH2:29]([N:31]([C:33]1[CH:38]=[CH:37][CH:36]=[CH:35][CH:34]=1)[NH2:32])[CH3:30]. The catalyst is C(Cl)Cl. The product is [CH2:29]([N:31]([C:33]1[CH:38]=[CH:37][CH:36]=[CH:35][CH:34]=1)[NH:32][C:13]([C:12]1[C:11]2[C:6](=[CH:7][CH:8]=[CH:9][CH:10]=2)[N:5]=[C:4]([C:16]2[CH:21]=[CH:20][CH:19]=[CH:18][CH:17]=2)[C:3]=1[O:2][CH3:1])=[O:14])[CH3:30]. The yield is 0.530. (2) The reactants are [NH2:1][CH2:2][CH2:3][CH2:4][C:5]1[CH:10]=[CH:9][N:8]=[CH:7][CH:6]=1.[C:11](N1C=CN=C1)(N1C=CN=C1)=[S:12].Cl.[C:24]12([CH2:34][CH2:35][NH:36][CH2:37][CH2:38][CH2:39][CH2:40][CH3:41])[CH2:33][CH:28]3[CH2:29][CH:30]([CH2:32][CH:26]([CH2:27]3)[CH2:25]1)[CH2:31]2.C(=O)([O-])O.[Na+]. The catalyst is O1CCCC1.C(OCC)(=O)C. The product is [C:24]12([CH2:34][CH2:35][N:36]([CH2:37][CH2:38][CH2:39][CH2:40][CH3:41])[C:11]([NH:1][CH2:2][CH2:3][CH2:4][C:5]3[CH:10]=[CH:9][N:8]=[CH:7][CH:6]=3)=[S:12])[CH2:31][CH:30]3[CH2:29][CH:28]([CH2:27][CH:26]([CH2:32]3)[CH2:25]1)[CH2:33]2. The yield is 0.240.